From a dataset of Experimentally validated miRNA-target interactions with 360,000+ pairs, plus equal number of negative samples. Binary Classification. Given a miRNA mature sequence and a target amino acid sequence, predict their likelihood of interaction. (1) The miRNA is hsa-miR-6871-5p with sequence CAUGGGAGUUCGGGGUGGUUGC. The protein sequence of the target gene is MTVTVVYDNSEATELCAAQHLYLKPIAKLMINVLLPECIEPVRPFSNWEVLDQLKSLICPDQFTTVRLSKSTKDFIRFEGEAETRSLVQILKAKLHGKIIKLNGLKTDLKVVATDAQGEWEHFPKEKEASVIEGAEEQDHDKGPDSIYFEGLPCKWFAPKGSSGEKPCEEILRVVFESFGKIKNVDIPMLDPYREVMTGGSFGGLNFGLQTFEAFIQYQESTDFIKAMESLRGMKLMLKGDDGKALACNIKVMFDTTKHFSEGAIQRRNQERLKLQELEEERKKEKKREEEVAERKRKDE.... Result: 0 (no interaction). (2) The miRNA is hsa-miR-4434 with sequence AGGAGAAGUAAAGUAGAA. The protein sequence of the target gene is MAPKRQSPLPPQKKKPRPPPALGPEETSASAGLPKKGEKEQQEAIEHIDEVQNEIDRLNEQASEEILKVEQKYNKLRQPFFQKRSELIAKIPNFWVTTFVNHPQVSALLGEEDEEALHYLTRVEVTEFEDIKSGYRIDFYFDENPYFENKVLSKEFHLNESGDPSSKSTEIKWKSGKDLTKRSSQTQNKASRKRQHEEPESFFTWFTDHSDAGADELGEVIKDDIWPNPLQYYLVPDMDDEEGEGEEDDDDDEEEEGLEDIDEEGDEDEGEEDEDDDEGEEGEEDEGEDD. Result: 1 (interaction). (3) The miRNA is hsa-miR-4700-5p with sequence UCUGGGGAUGAGGACAGUGUGU. The protein sequence of the target gene is MLLHLCSVKNLYQNRFLGLAAMASPSRNSQSRRRCKEPLRYSYNPDQFHNMDLRGGPHDGVTIPRSTSDTDLVTSDSRSTLMVSSSYYSIGHSQDLVIHWDIKEEVDAGDWIGMYLIDEVLSENFLDYKNRGVNGSHRGQIIWKIDASSYFVEPETKICFKYYHGVSGALRATTPSVTVKNSAAPIFKSIGADETVQGQGSRRLISFSLSDFQAMGLKKGMFFNPDPYLKISIQPGKHSIFPALPHHGQERRSKIIGNTVNPIWQAEQFSFVSLPTDVLEIEVKDKFAKSRPIIKRFLGK.... Result: 0 (no interaction). (4) The miRNA is hsa-miR-6502-5p with sequence AGCUCUAGAAAGAUUGUUGACC. The protein sequence of the target gene is MYPNPLIYCTCWDPWNLGPRKLIKTPQLPRKNSTGSSKLTPLVPAPKNHNYLQPTKPVVSPKMKIHSARQEETNKSFYEVINVSPGYQLVRNREQISVTLGDEMFDRKKRWESEIPDKGRFSRTNIISDLEEQISELTAIIEQMNRDHQSAQKLLSSEMDLRCAEMKQNFENKNRELKEAHEAELSELENNYKAALKAEKLAAQEKLEEMGKEYKYLKNMFRTYQDSIYDEMEEKWSKQKAKWKKDEKFERENILLQQKKKMTKKFEMESGEEDKKINESCSAVFENFIQEKEELLKQHQ.... Result: 0 (no interaction). (5) The miRNA is hsa-miR-202-3p with sequence AGAGGUAUAGGGCAUGGGAA. The protein sequence of the target gene is MRWRTILLQYCFLLITCLLTALEAVPIDIDKTKVQNIHPVESAKIEPPDTGLYYDEYLKQVIDVLETDKHFREKLQKADIEEIKSGRLSKELDLVSHHVRTKLDELKRQEVGRLRMLIKAKLDSLQDIGMDHQALLKQFDHLNHLNPDKFESTDLDMLIKAATSDLEHYDKTRHEEFKKYEMMKEHERREYLKTLNEEKRKEEESKFEEMKKKHENHPKVNHPGSKDQLKEVWEETDGLDPNDFDPKTFFKLHDVNSDGFLDEQELEALFTKELEKVYDPKNEEDDMVEMEEERLRMREH.... Result: 1 (interaction). (6) The miRNA is hsa-miR-181a-5p with sequence AACAUUCAACGCUGUCGGUGAGU. The protein sequence of the target gene is MVCPNGYDPGGRHLLLFIIILAAWEAGRGQLHYSVPEEAKHGNFVGRIAQDLGLELAELVPRLFRAVCKFRGDLLEVNLQNGILFVNSRIDREELCGRSAECSIHLEVIVERPLQVFHVDVEVKDINDNPPVFPATQRNLFIAESRPLDSRFPLEGASDADIGENALLTYRLSPNEYFFLDVPTSNQQVKPLGLVLRKLLDREETPELHLLLTATDGGKPELTGTVQLLITVLDNNDNAPVFDRTLYTVKLPENVSIGTLVIHPNASDLDEGLNGDIIYSFSSDVSPDIKSKFHMDPLSG.... Result: 1 (interaction). (7) The miRNA is hsa-miR-4465 with sequence CUCAAGUAGUCUGACCAGGGGA. The protein sequence of the target gene is MEALSRAGQEMSLAALKQHDPYITSIADLTGQVALYTFCPKANQWEKTDIEGTLFVYRRSASPYHGFTIVNRLNMHNLVEPVNKDLEFQLHEPFLLYRNASLSIYSIWFYDKNDCHRIAKLMADVVEEETRRSQQAARDKQSPSQANGCSDHRPIDILEMLSRAKDEYERNQMGDSNISSPGLQPSTQLSNLGSTETLEEMPSGSQDKSAPSGHKHLTVEELFGTSLPKEQPAVVGLDSEEMERLPGDASQKEPNSFLPFPFEQLGGAPQSETLGVPSAAHHSVQPEITTPVLITPASIT.... Result: 1 (interaction). (8) The miRNA is hsa-miR-8485 with sequence CACACACACACACACACGUAU. The protein sequence of the target gene is MPPPRLLFFLLFLTPMEVRPEEPLVVKVEEGDNAVLQCLKGTSDGPTQQLTWSRESPLKPFLKLSLGLPGLGIHMRPLAIWLFIFNVSQQMGGFYLCQPGPPSEKAWQPGWTVNVEGSGELFRWNVSDLGGLGCGLKNRSSEGPSSPSGKLMSPKLYVWAKDRPEIWEGEPPCLPPRDSLNQSLSQDLTMAPGSTLWLSCGVPPDSVSRGPLSWTHVHPKGPKSLLSLELKDDRPARDMWVMETGLLLPRATAQDAGKYYCHRGNLTMSFHLEITARPVLWHWLLRTGGWKVSAVTLAYL.... Result: 1 (interaction). (9) The miRNA is hsa-miR-4483 with sequence GGGGUGGUCUGUUGUUG. The protein sequence of the target gene is MSGRGKQGGKARAKAKSRSSRAGLQFPVGRVHRLLRKGNYAERVGAGAPVYMAAVLEYLTAEILELAGNAARDNKKTRIIPRHLQLAIRNDEELNKLLGKVTIAQGGVLPNIQAVLLPKKTESHKAKSK. Result: 1 (interaction).